Dataset: HIV replication inhibition screening data with 41,000+ compounds from the AIDS Antiviral Screen. Task: Binary Classification. Given a drug SMILES string, predict its activity (active/inactive) in a high-throughput screening assay against a specified biological target. (1) The result is 0 (inactive). The compound is COc1cc(C2Oc3cc(C4Oc5cc(O)cc(O)c5C(=O)C4O)ccc3OC2CO)ccc1O. (2) The result is 0 (inactive). The compound is CC(=O)c1sc2c(c1OC(=O)c1ccc(Cl)cc1)c(=O)n(-c1ccccc1)c(=S)n2-c1ccccc1.